Dataset: Retrosynthesis with 50K atom-mapped reactions and 10 reaction types from USPTO. Task: Predict the reactants needed to synthesize the given product. (1) Given the product Cc1cc(Br)cnc1OC1CCOCC1, predict the reactants needed to synthesize it. The reactants are: Cc1cc(Br)cnc1O.OC1CCOCC1. (2) The reactants are: NC(=O)c1c(Cl)cc(Cl)c(O)c1[N+](=O)[O-]. Given the product NC(=O)c1c(Cl)cc(Cl)c(O)c1N, predict the reactants needed to synthesize it. (3) Given the product CCc1cc(-c2cncc(C(=O)NC(CC)c3ccc(C)nc3)c2)c(C)[nH]c1=O, predict the reactants needed to synthesize it. The reactants are: CCC(N)c1ccc(C)nc1.CCc1cc(-c2cncc(C(=O)O)c2)c(C)[nH]c1=O.